This data is from P-glycoprotein inhibition data for predicting drug efflux from Broccatelli et al.. The task is: Regression/Classification. Given a drug SMILES string, predict its absorption, distribution, metabolism, or excretion properties. Task type varies by dataset: regression for continuous measurements (e.g., permeability, clearance, half-life) or binary classification for categorical outcomes (e.g., BBB penetration, CYP inhibition). Dataset: pgp_broccatelli. (1) The drug is Cc1ccccc1-c1nc(N2CCN(CCc3ccc(F)c(F)c3)CC2)c2c(n1)c(C#N)c1n2CCCC1. The result is 1 (inhibitor). (2) The drug is COc1cccc(CCc2ccccc2OCCCCN2CCN(c3cccc(C(F)(F)F)c3)CC2)c1. The result is 1 (inhibitor).